This data is from Experimentally validated miRNA-target interactions with 360,000+ pairs, plus equal number of negative samples. The task is: Binary Classification. Given a miRNA mature sequence and a target amino acid sequence, predict their likelihood of interaction. (1) The miRNA is hsa-miR-5010-3p with sequence UUUUGUGUCUCCCAUUCCCCAG. The protein sequence of the target gene is MFAKLKKKIAEETAVAQRPGGATRIPRSVSKESVASMGADSGDDFASDGSSSREDLSSQLLRRNEQIRKLEARLSDYAEQVRNLQKIKEKLEIALEKHQDSSMRKFQEQNETFQANRAKMAEGLALALARKDQEWSEKMDQLEKEKNILTAQLQEMKNQSMNLFQRRDEMDELEGFQQQELSKIKHMLLKKEESLGKMEQELEARTRELSRTQEELMNSNQMSSDLSQKLEELQRHYSTLEEQRDHVIASKTGAESKITALEQKEQELQALIQQLSIDLQKVTAETQEKEDVITHLQEKV.... Result: 0 (no interaction). (2) The miRNA is hsa-miR-6832-5p with sequence AGUAGAGAGGAAAAGUUAGGGUC. The protein sequence of the target gene is MTSEVIEDEKQFYSKAKTYWKQIPPTVDGMLGGYGHISSIDINSSRKFLQRFLREGPNKTGTSCALDCGAGIGRITKRLLLPLFREVDMVDITEDFLVQAKTYLGEEGKRVRNYFCCGLQDFTPEPDSYDVIWIQWVIGHLTDQHLAEFLRRCKGSLRPNGIIVIKDNMAQEGVILDDVDSSVCRDLDVVRRIICSAGLSLLAEERQENLPDEIYHVYSFALR. Result: 1 (interaction). (3) The miRNA is mmu-miR-3091-5p with sequence CAUGGGUCUGGUUGGGCCCGC. The protein sequence of the target gene is MAGELTPEEEAQYKKAFSAVDTDGNGTINAQELGAALKATGKNLSEAQLRKLISEVDSDGDGEISFQEFLTAAKKARAGLEDLQVAFRAFDQDGDGHITVDELRRAMAGLGQPLPQEELDAMIREADVDQDGRVNYEEFARMLAQE. Result: 0 (no interaction). (4) The miRNA is hsa-miR-345-5p with sequence GCUGACUCCUAGUCCAGGGCUC. The protein sequence of the target gene is MTTTFLQTSSSTFGGGSTRGGSLLAGGGGFGGGSLSGGGGSRSISASSARFVSSGSGGGYGGGMRVCGFGGGAGSVFGGGFGGGVGGGFGGGFGGGDGGLLSGNEKITMQNLNDRLASYLDKVRALEEANADLEVKIHDWYQKQTPTSPECDYSQYFKTIEELRDKIMATTIDNSRVILEIDNARLAADDFRLKYENELALRQGVEADINGLRRVLDELTLARTDLEMQIEGLNEELAYLKKNHEEEMKEFSSQLAGQVNVEMDAAPGVDLTRVLAEMREQYEAMAEKNRRDVEAWFFSK.... Result: 0 (no interaction). (5) The miRNA is mmu-miR-3971 with sequence CUCCCCACCCCUGUACCAGUGA. The protein sequence of the target gene is MVVPEKEQSWIPKIFKKKTCTTFIVDSTDPGGTLCQCGRPRTAHPAVAMEDAFGAAVVTVWDSDAHTTEKPTDAYGELDFTGAGRKHSNFLRLSDRTDPAAVYSLVTRTWGFRAPNLVVSVLGGSGGPVLQTWLQDLLRRGLVRAAQSTGAWIVTGGLHTGIGRHVGVAVRDHQMASTGGTKVVAMGVAPWGVVRNRDTLINPKGSFPARYRWRGDPEDGVQFPLDYNYSAFFLVDDGTHGCLGGENRFRLRLESYISQQKTGVGGTGIDIPVLLLLIDGDEKMLTRIENATQAQLPCLL.... Result: 0 (no interaction). (6) The miRNA is mmu-miR-1195 with sequence UGAGUUCGAGGCCAGCCUGCUCA. The protein sequence of the target gene is MCFPGSQISPARLYYLVSAPWICTGSLTSSRLPRRRESGPLRVPPRSVQAERILRLPAFGLPLLALLLVPLLPVRAQNPDAKVVSMGVEWLTRYGYLPPADPVHAQMQSLEKLQDAIKVMQRFAGLPETGQMDPMTIKTMRKPRCSLPDVLGAAGLVRRRRRYSLSGSVWKKRTLTWSIRSFSQKSQLSPQIVRTLLSYALAVWATESGLTFQEVNSQYQEPDIIIHFARAYHQDSYPFDGSGGTLAHAFFPGEHPISGDTHFDDEETWTFGSTDDNGIDLFAVAVHEFGHALGLGHSSA.... Result: 1 (interaction). (7) The miRNA is hsa-miR-4471 with sequence UGGGAACUUAGUAGAGGUUUAA. The protein sequence of the target gene is MAAIKAVNSKAEVARARAALAVNICAARGLQDVLRTNLGPKGTMKMLVSGAGDIKLTKDGNVLLDEMQIQHPTASLIAKVATAQDDVTGDGTTSNVLIIGELLKQADLYISEGLHPRIIAEGFEAAKIKALEVLEEVKVTKEMKRKILLDVARTSLQTKVHAELADVLTEVVVDSVLAVRRPGYPIDLFMVEIMEMKHKLGTDTKLIQGLVLDHGARHPDMKKRVEDAFILICNVSLEYEKTEVNSGFFYKTAEEKEKLVKAERKFIEDRVQKIIDLKDKVCAQSNKGFVVINQKGIDPF.... Result: 0 (no interaction). (8) The miRNA is hsa-miR-887-3p with sequence GUGAACGGGCGCCAUCCCGAGG. The protein sequence of the target gene is MIIPVRCFTCGKIVGNKWEAYLGLLQAEYTEGDALDALGLKRYCCRRMLLAHVDLIEKLLNYAPLEK. Result: 0 (no interaction).